This data is from Reaction yield outcomes from USPTO patents with 853,638 reactions. The task is: Predict the reaction yield, written as a fraction of the theoretical maximum amount of product (1.0 means a 100% yield; for example, 0.34 means a 34% yield). (1) The reactants are [F-:1].[Cs+].Cl[C:4]1[C:13]([N+:14]([O-:16])=[O:15])=[CH:12][CH:11]=[CH:10][C:5]=1[C:6]([O:8][CH3:9])=[O:7]. The catalyst is CN(C)C=O. The product is [F:1][C:4]1[C:13]([N+:14]([O-:16])=[O:15])=[CH:12][CH:11]=[CH:10][C:5]=1[C:6]([O:8][CH3:9])=[O:7]. The yield is 0.760. (2) The reactants are C([O:4][C:5]1[CH:6]=[C:7]([CH:10]=[C:11]([O:13]C(=O)C)[CH:12]=1)[CH:8]=O)(=O)C.[OH:17][C:18]1[CH:23]=[CH:22][C:21]([CH2:24]C(O)=O)=[CH:20][CH:19]=1.N1CCCCC1.CC1NC=CN=1.C[O-].[Na+]. The catalyst is O1CCCC1.CO. The product is [C:7]1([CH:8]=[CH:24][C:21]2[CH:22]=[CH:23][C:18]([OH:17])=[CH:19][CH:20]=2)[CH:6]=[C:5]([OH:4])[CH:12]=[C:11]([OH:13])[CH:10]=1. The yield is 0.660.